This data is from M1 muscarinic receptor antagonist screen with 61,756 compounds. The task is: Binary Classification. Given a drug SMILES string, predict its activity (active/inactive) in a high-throughput screening assay against a specified biological target. (1) The compound is ClC=1CC2C(CC1)C(=O)N(C2=O)c1ccc(S(=O)(=O)Nc2nc(cc(n2)C)C)cc1. The result is 0 (inactive). (2) The compound is Brc1cc2c(NC(=O)C)c(oc2cc1)C(OC)=O. The result is 0 (inactive). (3) The result is 0 (inactive). The compound is S(c1nc2c(ccc(OCC)c2)cc1C#N)CC(OCC)=O. (4) The compound is N(CC(C)=C)(c1nc(N)c(c(c1C#N)CC#N)C#N)CC. The result is 0 (inactive). (5) The molecule is o1c2c(c(=O)c(c3cn(nc3)c3ccccc3)c1C)c(cc(O)c2)C. The result is 0 (inactive). (6) The drug is O=C(N1CCC(=CC1)c1ccccc1)c1cn(c2nc(ccc2c1=O)C)CC. The result is 0 (inactive). (7) The drug is OC12C3C(O)C(CC1CCCC2)CCC3. The result is 0 (inactive). (8) The molecule is s1[nH]c(c(c1=S)C(OCC)=O)C. The result is 0 (inactive).